From a dataset of Peptide-MHC class I binding affinity with 185,985 pairs from IEDB/IMGT. Regression. Given a peptide amino acid sequence and an MHC pseudo amino acid sequence, predict their binding affinity value. This is MHC class I binding data. (1) The peptide sequence is MQKFTILEYL. The MHC is HLA-A02:02 with pseudo-sequence HLA-A02:02. The binding affinity (normalized) is 0.529. (2) The peptide sequence is IRKPKHLYV. The MHC is HLA-B40:01 with pseudo-sequence HLA-B40:01. The binding affinity (normalized) is 0.0847. (3) The peptide sequence is SFSFGGFTF. The MHC is HLA-B58:01 with pseudo-sequence HLA-B58:01. The binding affinity (normalized) is 0.617. (4) The binding affinity (normalized) is 0.0847. The MHC is HLA-B18:01 with pseudo-sequence HLA-B18:01. The peptide sequence is EPFSRRHPL. (5) The peptide sequence is DVSPLMHLF. The MHC is HLA-A24:03 with pseudo-sequence HLA-A24:03. The binding affinity (normalized) is 0.170. (6) The peptide sequence is DMYDQQLSV. The MHC is HLA-A02:01 with pseudo-sequence HLA-A02:01. The binding affinity (normalized) is 0.485.